From a dataset of Catalyst prediction with 721,799 reactions and 888 catalyst types from USPTO. Predict which catalyst facilitates the given reaction. (1) Reactant: [CH3:1][CH2:2][C@@:3]1([OH:31])[C:8](=[O:9])[O:7][CH2:6][C:5]2[C:10]([N:12]3[C:29](=[CH:30][C:4]1=2)[C:28]1[N:27]=[C:17]2[CH:18]=[CH:19][C:20]([OH:26])=[C:21]([CH2:22][N:23]([CH3:25])[CH3:24])[C:16]2=[CH:15][C:14]=1[CH2:13]3)=[O:11].Cl. Product: [CH3:1][CH2:2][C@@:3]1([OH:31])[C:8](=[O:9])[O:7][CH2:6][C:5]2[C:10]([N:12]3[C:29](=[CH:30][C:4]1=2)[C:28]1[N:27]=[C:17]2[CH:18]=[CH:19][C:20]([OH:26])=[C:21]([CH2:22][N:23]([CH3:24])[CH3:25])[C:16]2=[CH:15][C:14]=1[CH2:13]3)=[O:11]. The catalyst class is: 5. (2) Reactant: [CH:1]1([CH:4]([C:7]2[CH:8]=[N:9][C:10]([C:13]([F:16])([F:15])[F:14])=[CH:11][CH:12]=2)[C:5]#[N:6])[CH2:3][CH2:2]1. Product: [CH:1]1([CH:4]([C:7]2[CH:8]=[N:9][C:10]([C:13]([F:16])([F:14])[F:15])=[CH:11][CH:12]=2)[CH2:5][NH2:6])[CH2:3][CH2:2]1. The catalyst class is: 1. (3) Reactant: [CH3:1][S:2][C:3]1[CH:18]=[CH:17][CH:16]=[CH:15][C:4]=1[CH2:5][N:6]1[C:11]([CH3:12])=[CH:10][C:9]([OH:13])=[CH:8][C:7]1=[O:14].Cl[CH2:20][C:21]1[CH:38]=[CH:37][CH:36]=[CH:35][C:22]=1[CH2:23][N:24]1[C:32](=[O:33])[C:31]2[C:26](=[CH:27][CH:28]=[CH:29][CH:30]=2)[C:25]1=[O:34].C(=O)([O-])[O-].[K+].[K+].CN(C=O)C. Product: [CH3:1][S:2][C:3]1[CH:18]=[CH:17][CH:16]=[CH:15][C:4]=1[CH2:5][N:6]1[C:11]([CH3:12])=[CH:10][C:9]([O:13][CH2:20][C:21]2[CH:38]=[CH:37][CH:36]=[CH:35][C:22]=2[CH2:23][N:24]2[C:32](=[O:33])[C:31]3[C:26](=[CH:27][CH:28]=[CH:29][CH:30]=3)[C:25]2=[O:34])=[CH:8][C:7]1=[O:14]. The catalyst class is: 6. (4) Reactant: [CH3:1][C:2]1([C:8]([O:10][CH2:11][C:12]2[CH:17]=[CH:16][CH:15]=[CH:14][CH:13]=2)=[O:9])[CH2:7][CH2:6][CH:5]=[CH:4][O:3]1.B.C1C[O:22]CC1.C([O-])(=O)C.[Na+].OO. Product: [OH:22][CH:5]1[CH2:4][O:3][C:2]([CH3:1])([C:8]([O:10][CH2:11][C:12]2[CH:13]=[CH:14][CH:15]=[CH:16][CH:17]=2)=[O:9])[CH2:7][CH2:6]1. The catalyst class is: 249. (5) Product: [Cl:1][C:2]1[N:7]=[N:6][C:5]([CH:8]([CH3:14])[C:9]([O:11][CH2:12][CH3:13])=[O:10])=[CH:4][CH:3]=1. Reactant: [Cl:1][C:2]1[N:7]=[N:6][C:5]([C:8](C)([C:14](OCC)=O)[C:9]([O:11][CH2:12][CH3:13])=[O:10])=[CH:4][CH:3]=1.[Na+].[Cl-]. The catalyst class is: 58. (6) Product: [Ni:1]([Br:3])[Br:2].[CH3:25][Si:24]([CH3:27])([CH3:26])[C:21]1[CH:22]=[CH:23][C:18]([C:15]2[CH:14]=[CH:13][C:12]([Si:11]([CH3:29])([CH3:28])[CH3:10])=[CH:17][N:16]=2)=[N:19][CH:20]=1. The catalyst class is: 8. Reactant: [Ni:1]([Br:3])[Br:2].COCCOC.[CH3:10][Si:11]([CH3:29])([CH3:28])[C:12]1[CH:13]=[CH:14][C:15]([C:18]2[CH:23]=[CH:22][C:21]([Si:24]([CH3:27])([CH3:26])[CH3:25])=[CH:20][N:19]=2)=[N:16][CH:17]=1.